Dataset: M1 muscarinic receptor antagonist screen with 61,756 compounds. Task: Binary Classification. Given a drug SMILES string, predict its activity (active/inactive) in a high-throughput screening assay against a specified biological target. (1) The molecule is O=c1[nH]c(cc2c1cccc2)C. The result is 0 (inactive). (2) The molecule is n1c(c(c(c(c1N)C#N)c1cccnc1)C)CC. The result is 0 (inactive). (3) The result is 0 (inactive). The molecule is FC(F)(F)c1n2ncc(C(=O)N3CCCC3)c2nc(c1)c1cc2OCOc2cc1. (4) The molecule is Clc1cc(N2CCN(CC2)CCNC(=O)c2cc3[nH]c(=O)n(c(=O)c3cc2)CCOC)ccc1. The result is 0 (inactive). (5) The compound is o1c2nc(nc(c2cc1C)C)Cc1ccccc1. The result is 0 (inactive). (6) The drug is S(c1n(c(nn1)Cc1n(ccc1)C)c1ccc(OC)cc1)CC(=O)Nc1cc2OCCOc2cc1. The result is 0 (inactive). (7) The drug is O=c1c2CC(C(C)(C)C)CCc2[nH]c2c1cccc2. The result is 0 (inactive). (8) The drug is Brc1ccc(C2N=c3n([nH]cc3C(=O)NCc3occc3)C(C2)C(F)(F)F)cc1. The result is 0 (inactive).